Dataset: Reaction yield outcomes from USPTO patents with 853,638 reactions. Task: Predict the reaction yield, written as a fraction of the theoretical maximum amount of product (1.0 means a 100% yield; for example, 0.34 means a 34% yield). The reactants are [C:1]([C:3]1[C:11]2[O:10][C:9]([CH3:12])=[N:8][C:7]=2[C:6]([N+:13]([O-])=O)=[CH:5][CH:4]=1)#[N:2]. The catalyst is CCOC(C)=O.[Fe]. The product is [NH2:13][C:6]1[C:7]2[N:8]=[C:9]([CH3:12])[O:10][C:11]=2[C:3]([C:1]#[N:2])=[CH:4][CH:5]=1. The yield is 0.890.